From a dataset of Forward reaction prediction with 1.9M reactions from USPTO patents (1976-2016). Predict the product of the given reaction. (1) Given the reactants [Cl:1][C:2]1[CH:19]=[CH:18][C:17]([C:20]2[CH:25]=[CH:24][CH:23]=[C:22]([F:26])[CH:21]=2)=[CH:16][C:3]=1[C:4]([NH:6][C:7]1[C:12]([F:13])=[CH:11][CH:10]=[C:9]([OH:14])[C:8]=1[F:15])=O, predict the reaction product. The product is: [Cl:1][C:2]1[CH:19]=[CH:18][C:17]([C:20]2[CH:25]=[CH:24][CH:23]=[C:22]([F:26])[CH:21]=2)=[CH:16][C:3]=1[CH2:4][NH:6][C:7]1[C:8]([F:15])=[C:9]([OH:14])[CH:10]=[CH:11][C:12]=1[F:13]. (2) Given the reactants CO.[O:3]1[C:8]2[CH:9]=[CH:10][C:11]([CH2:13][N:14]([CH:22]3[CH2:27][CH2:26][N:25]([CH2:28][CH2:29][N:30]4[C:39]5[C:34](=[CH:35][CH:36]=[C:37]([CH3:40])[CH:38]=5)[CH:33]=[CH:32][C:31]4=[O:41])[CH2:24][CH2:23]3)C(=O)OC(C)(C)C)=[CH:12][C:7]=2[O:6][CH2:5][CH2:4]1.[ClH:42].C(OCC)(=O)C, predict the reaction product. The product is: [ClH:42].[O:3]1[C:8]2[CH:9]=[CH:10][C:11]([CH2:13][NH:14][CH:22]3[CH2:23][CH2:24][N:25]([CH2:28][CH2:29][N:30]4[C:39]5[C:34](=[CH:35][CH:36]=[C:37]([CH3:40])[CH:38]=5)[CH:33]=[CH:32][C:31]4=[O:41])[CH2:26][CH2:27]3)=[CH:12][C:7]=2[O:6][CH2:5][CH2:4]1. (3) Given the reactants CC1C=CC(S(O[CH2:12][CH:13]2[O:18][C:17]3[CH:19]=[C:20]([O:23][S:24]([CH3:27])(=[O:26])=[O:25])[CH:21]=[CH:22][C:16]=3[O:15][CH2:14]2)(=O)=O)=CC=1.[CH3:28][NH:29][CH3:30], predict the reaction product. The product is: [CH3:27][S:24]([O:23][C:20]1[CH:21]=[CH:22][C:16]2[O:15][CH2:14][CH:13]([CH2:12][N:29]([CH3:30])[CH3:28])[O:18][C:17]=2[CH:19]=1)(=[O:26])=[O:25]. (4) Given the reactants Br[C:2]1[C:3]2[C:4]3[CH:18]=[CH:17][S:16][C:5]=3[C:6](=[O:15])[NH:7][C:8]=2[C:9]([CH3:14])=[CH:10][C:11]=1[O:12][CH3:13].[C:19]([O:23][C:24](=[O:46])[NH:25][CH2:26][C:27]1([C:31]2[CH:36]=[CH:35][C:34](B3OC(C)(C)C(C)(C)O3)=[CH:33][CH:32]=2)[CH2:30][CH2:29][CH2:28]1)([CH3:22])([CH3:21])[CH3:20], predict the reaction product. The product is: [C:19]([O:23][C:24](=[O:46])[NH:25][CH2:26][C:27]1([C:31]2[CH:32]=[CH:33][C:34]([C:2]3[C:3]4[C:4]5[CH:18]=[CH:17][S:16][C:5]=5[C:6](=[O:15])[NH:7][C:8]=4[C:9]([CH3:14])=[CH:10][C:11]=3[O:12][CH3:13])=[CH:35][CH:36]=2)[CH2:30][CH2:29][CH2:28]1)([CH3:22])([CH3:20])[CH3:21]. (5) The product is: [OH:1][CH2:2][C:3]1[CH:4]=[C:5]([C:9]2[N:10]=[C:11]([N:26]3[CH2:31][CH2:30][O:29][CH2:28][CH2:27]3)[C:12]3[N:17]=[N:16][N:15]([CH2:18][C:19]([OH:21])=[O:20])[C:13]=3[N:14]=2)[CH:6]=[CH:7][CH:8]=1. Given the reactants [OH:1][CH2:2][C:3]1[CH:4]=[C:5]([C:9]2[N:10]=[C:11]([N:26]3[CH2:31][CH2:30][O:29][CH2:28][CH2:27]3)[C:12]3[N:17]=[N:16][N:15]([CH2:18][C:19]([O:21]C(C)(C)C)=[O:20])[C:13]=3[N:14]=2)[CH:6]=[CH:7][CH:8]=1.C(O)(C(F)(F)F)=O, predict the reaction product. (6) Given the reactants Cl.[N:2]1[N:3]([CH2:7][C:8]([OH:10])=O)[N:4]=[CH:5][CH:6]=1.[Cl:11][C:12]1[S:16][C:15]([CH2:17][C@H:18]2[CH2:22][NH:21][C@H:20]([C:23]([NH:25][C:26]3[CH:31]=[CH:30][C:29]([O:32][C:33]4[CH:38]=[CH:37][C:36]([F:39])=[CH:35][CH:34]=4)=[CH:28][CH:27]=3)=[O:24])[CH2:19]2)=[CH:14][CH:13]=1, predict the reaction product. The product is: [N:4]1[N:3]([CH2:7][C:8]([N:21]2[CH2:22][C@H:18]([CH2:17][C:15]3[S:16][C:12]([Cl:11])=[CH:13][CH:14]=3)[CH2:19][C@H:20]2[C:23]([NH:25][C:26]2[CH:31]=[CH:30][C:29]([O:32][C:33]3[CH:34]=[CH:35][C:36]([F:39])=[CH:37][CH:38]=3)=[CH:28][CH:27]=2)=[O:24])=[O:10])[N:2]=[CH:6][CH:5]=1. (7) Given the reactants [NH2:1][C:2]1[CH:7]=[C:6]([F:8])[CH:5]=[CH:4][C:3]=1[C:9]1[CH:14]=[CH:13][C:12]([C:15]([O:17][CH3:18])=[O:16])=[CH:11][CH:10]=1.[C:19](Cl)(Cl)=[O:20].[CH:23]([N:26](CC)[CH:27](C)C)(C)C.CNC, predict the reaction product. The product is: [CH3:23][N:26]([CH3:27])[C:19]([NH:1][C:2]1[CH:7]=[C:6]([F:8])[CH:5]=[CH:4][C:3]=1[C:9]1[CH:14]=[CH:13][C:12]([C:15]([O:17][CH3:18])=[O:16])=[CH:11][CH:10]=1)=[O:20]. (8) Given the reactants Br[CH2:2][C:3]1[CH:7]=[C:6]([Cl:8])[S:5][C:4]=1[Cl:9].C(=O)([O-])[O-].[K+].[K+].[C:16]([OH:19])(=[S:18])[CH3:17], predict the reaction product. The product is: [Cl:9][C:4]1[S:5][C:6]([Cl:8])=[CH:7][C:3]=1[CH2:2][S:18][C:16](=[O:19])[CH3:17]. (9) Given the reactants [CH:1]1([C:4]2[O:5][C:6]3[C:7](=[C:9]([C:17]#[N:18])[C:10]([CH3:16])=[C:11]([CH:14]=[O:15])[C:12]=3[F:13])[N:8]=2)[CH2:3][CH2:2]1.O.O.P([O-])(O)(O)=O.[Na+].CC(=CC)C.Cl([O-])=O.[Na+].Cl.C[Si](C=[N+]=[N-])(C)C.[CH2:44]([O:46]CC)C.C(=O)([O-])O.[Na+], predict the reaction product. The product is: [C:17]([C:9]1[C:7]2[N:8]=[C:4]([CH:1]3[CH2:2][CH2:3]3)[O:5][C:6]=2[C:12]([F:13])=[C:11]([C:14]([O:46][CH3:44])=[O:15])[C:10]=1[CH3:16])#[N:18].